From a dataset of NCI-60 drug combinations with 297,098 pairs across 59 cell lines. Regression. Given two drug SMILES strings and cell line genomic features, predict the synergy score measuring deviation from expected non-interaction effect. Drug 1: C1CCC(C1)C(CC#N)N2C=C(C=N2)C3=C4C=CNC4=NC=N3. Drug 2: C1CN1P(=S)(N2CC2)N3CC3. Cell line: SK-MEL-28. Synergy scores: CSS=-10.1, Synergy_ZIP=0.371, Synergy_Bliss=-5.46, Synergy_Loewe=-12.7, Synergy_HSA=-9.85.